Task: Predict the reactants needed to synthesize the given product.. Dataset: Retrosynthesis with 50K atom-mapped reactions and 10 reaction types from USPTO (1) The reactants are: COCCCN.O=[N+]([O-])c1cccc(CS(=O)(=O)Cl)c1. Given the product COCCCNS(=O)(=O)Cc1cccc([N+](=O)[O-])c1, predict the reactants needed to synthesize it. (2) Given the product COc1ccc(OCc2ccc(C(=O)OC(C)(C)C)cc2)cc1C=O, predict the reactants needed to synthesize it. The reactants are: CC(C)(C)OC(=O)c1ccc(CBr)cc1.COc1ccc(O)cc1C=O. (3) The reactants are: C[C@H]1C[C@@H](O)CCN1C(=O)OC(C)(C)C.Fc1cccc(Br)c1. Given the product C[C@H]1C[C@@H](Oc2cccc(Br)c2)CCN1C(=O)OC(C)(C)C, predict the reactants needed to synthesize it. (4) Given the product CN1CCCC(Cn2c(CN3CCC[C@@H]4CCc5cccnc5[C@H]43)nc3ccccc32)C1, predict the reactants needed to synthesize it. The reactants are: CN1CCCC(CCl)C1.c1cnc2c(c1)CC[C@H]1CCCN(Cc3nc4ccccc4[nH]3)[C@H]21. (5) Given the product Cc1ccc2[nH]c(C3CCNCC3)nc2c1, predict the reactants needed to synthesize it. The reactants are: Cc1ccc(N)c(N)c1.O=C(O)C1CCNCC1. (6) Given the product COC(=O)CCNC(=O)c1cc(I)ccc1NC(=O)CBr, predict the reactants needed to synthesize it. The reactants are: COC(=O)CCNC(=O)c1cc(I)ccc1N.O=C(Br)CBr. (7) Given the product COc1ccc(Cn2c(=O)ccn([C@@H]3OC([C@H](O)[C@H](NCCCNC(=O)[C@H](CC(=O)OCc4ccccc4)NC(=O)OCc4ccccc4)C(=O)OC(C)(C)C)[C@@H](O[Si](C)(C)C(C)(C)C)[C@H]3O[Si](C)(C)C(C)(C)C)c2=O)cc1, predict the reactants needed to synthesize it. The reactants are: COc1ccc(Cn2c(=O)ccn([C@@H]3O[C@H]([C@H](O)[C@H](N)C(=O)OC(C)(C)C)[C@@H](O[Si](C)(C)C(C)(C)C)[C@H]3O[Si](C)(C)C(C)(C)C)c2=O)cc1.O=CCCNC(=O)[C@H](CC(=O)OCc1ccccc1)NC(=O)OCc1ccccc1. (8) Given the product COc1ccc(N)cc1NC(=O)CC(=O)C1(C)COC(C)(C)OC1, predict the reactants needed to synthesize it. The reactants are: COc1ccc([N+](=O)[O-])cc1NC(=O)CC(=O)C1(C)COC(C)(C)OC1.